The task is: Binary Classification. Given a miRNA mature sequence and a target amino acid sequence, predict their likelihood of interaction.. This data is from Experimentally validated miRNA-target interactions with 360,000+ pairs, plus equal number of negative samples. (1) The protein sequence of the target gene is MANQLRERHQSLKKKYRELIDGDPSLPPEKRKQANLAQLLRDSQDRNKHLGEEIKELQQRLGEVQGDNKLLRMTIAKQRLGDEAIGVRHFAAHEREDLVQQLERAKEQIESLEHDLQASVDELQDVKEERSSYQDKVERLNQELNHILSGHENRIIDVDALCMENRYLQERLKQLHEEVNLLKSNIAKYKNALERRKNSKGQGKSSSSALTGVLSAKQVQDLLSEDHGCSLPATPQSISDLKSLATALLETIHEKNMVIQHQRQTNKILGNRVAELEKKLRTLEVSGLWSLPGGKDTILF.... Result: 1 (interaction). The miRNA is hsa-miR-548b-3p with sequence CAAGAACCUCAGUUGCUUUUGU. (2) The miRNA is mmu-miR-181b-1-3p with sequence CUCACUGAACAAUGAAUGCAA. The protein sequence of the target gene is MTSTVLVDIRDEVTCPICLELLTEPLSIDCGHSFCQVCIIGNSNNSVFGQGGRSSCPVCRTSYQPGNLRPNRHLAAIVKRLREVALCPGKQLEVIFCALHGEKLQLFCKEDGKLICWLCERSQEHRGHHTFLMEEVAQEYQDMFQESLKKLRREQQEAEKLKALIQEKRESWKSQVEPEKRRIQTEFKQLRSILDREEQRELKKLEVEERKGLSIIEKAEGDLIHQSQSLKDLISDLEHRCQGSTVELLQDVGDVTKRSEFWTLRKPQALPTKLKSLFRAPDLRKMLKVFRELTDVQSYW.... Result: 0 (no interaction). (3) The miRNA is hsa-miR-5011-3p with sequence GUGCAUGGCUGUAUAUAUAACA. The protein sequence of the target gene is MGERLLESKKDHQHGEILTQVPDDMLKKKTPRVKSCGEVSVGHASLNRHHRADTGHKPYEYQEYGQKPYKCTYCKKAFSDLPYFRTHEWAHTGGKPYDCEECGKSFISRSSIRRHRIMHSGDGPYKCNFCGKALMCLSLYLIHKRTHTGEKPYECKQCGKAFSHSGSLRIHERTHTGEKPYECSECGKAFHSSTCLHAHKITHTGEKPYECKQCGKAFVSFNSVRYHERTHTGEKPYECKQCGKAFRSASHLRTHGRTHTGEKPYECKQCGKAFGCASSVKIHERTHTGEKPCSSNTSKG.... Result: 1 (interaction). (4) The miRNA is hsa-miR-4446-3p with sequence CAGGGCUGGCAGUGACAUGGGU. The protein sequence of the target gene is MHGHGGYDSDFSDDERCGESSKRKKRTVEDDLLLQKPFQKEKHGKVAHKQVAAELLDREEARNRRFHLIAMDAYQRHTKFVNDYILYYGGKKEDFKRLGENDKTDLDVIRENHRFLWNEEDEMDMTWEKRLAKKYYDKLFKEYCIADLSKYKENKFGFRWRVEKEVISGKGQFFCGNKYCDKKEGLKSWEVNFGYIEHGEKRNALVKLRLCQECSIKLNFHHRRKEIKSKKRKDKTKKDCEESSHKKSRLSSAEEASKKKDKGHSSSKKSEDSLLRNSDEEESASESELWKGPLPETDEK.... Result: 0 (no interaction).